From a dataset of Peptide-MHC class II binding affinity with 134,281 pairs from IEDB. Regression. Given a peptide amino acid sequence and an MHC pseudo amino acid sequence, predict their binding affinity value. This is MHC class II binding data. The peptide sequence is DPHLPTLLLGSSGSGGDDDDPHGPVQLSYYD. The MHC is DRB3_0101 with pseudo-sequence DRB3_0101. The binding affinity (normalized) is 0.